Predict the reaction yield, written as a fraction of the theoretical maximum amount of product (1.0 means a 100% yield; for example, 0.34 means a 34% yield). From a dataset of Reaction yield outcomes from USPTO patents with 853,638 reactions. The reactants are [Cl:1][C:2]1[NH:7][C:6](=[O:8])[NH:5][C:4](=[O:9])[CH:3]=1.[H-].[Na+].[Br-].[Li+].Br[CH2:15][C:16]1[C:17]([C:22]#[N:23])=[CH:18][CH:19]=[CH:20][CH:21]=1.[H-].[Li+].[Li+].[I-]. The catalyst is CN(C=O)C.CS(C)=O.CN(C=O)C.C1COCC1.CS(C)=O. The product is [Cl:1][C:2]1[N:7]([CH2:15][C:16]2[CH:21]=[CH:20][CH:19]=[CH:18][C:17]=2[C:22]#[N:23])[C:6](=[O:8])[NH:5][C:4](=[O:9])[CH:3]=1. The yield is 0.540.